Dataset: Peptide-MHC class I binding affinity with 185,985 pairs from IEDB/IMGT. Task: Regression. Given a peptide amino acid sequence and an MHC pseudo amino acid sequence, predict their binding affinity value. This is MHC class I binding data. (1) The peptide sequence is VVISVIFYFI. The MHC is HLA-A02:02 with pseudo-sequence HLA-A02:02. The binding affinity (normalized) is 0.494. (2) The peptide sequence is MEDKTPVTTW. The MHC is HLA-B44:03 with pseudo-sequence HLA-B44:03. The binding affinity (normalized) is 0.520. (3) The peptide sequence is MYYPAQLYL. The MHC is HLA-C06:02 with pseudo-sequence HLA-C06:02. The binding affinity (normalized) is 0.750. (4) The peptide sequence is NVMGMIGV. The MHC is HLA-A02:02 with pseudo-sequence HLA-A02:02. The binding affinity (normalized) is 0.299.